Dataset: Reaction yield outcomes from USPTO patents with 853,638 reactions. Task: Predict the reaction yield, written as a fraction of the theoretical maximum amount of product (1.0 means a 100% yield; for example, 0.34 means a 34% yield). (1) The reactants are Cl[C:2]1[N:7]=[C:6]([C:8]([NH:10][CH:11]([C:13]2[CH:14]=[N:15][C:16]([O:20][CH2:21][C:22]([F:25])([F:24])[F:23])=[C:17]([CH3:19])[CH:18]=2)[CH3:12])=[O:9])[CH:5]=[C:4]([CH3:26])[N:3]=1.C(=O)([O-])[O-].[Cs+].[Cs+].[CH2:33]([OH:35])[CH3:34]. No catalyst specified. The product is [CH2:33]([O:35][C:2]1[N:7]=[C:6]([C:8]([NH:10][CH:11]([C:13]2[CH:14]=[N:15][C:16]([O:20][CH2:21][C:22]([F:25])([F:24])[F:23])=[C:17]([CH3:19])[CH:18]=2)[CH3:12])=[O:9])[CH:5]=[C:4]([CH3:26])[N:3]=1)[CH3:34]. The yield is 0.410. (2) The reactants are C(O[C:6]([N:8]1[CH2:12][C:11](=[N:13][O:14][CH3:15])[CH2:10][C@H:9]1[C:16]([OH:18])=O)=[O:7])(C)(C)C.O[N:20]=[C:21]([NH2:23])[CH3:22].[F:24][C:25]([F:42])([F:41])[C:26]1[CH:31]=[CH:30][CH:29]=[CH:28][C:27]=1[C:32]1[CH:37]=[CH:36][C:35](C(O)=O)=[CH:34][CH:33]=1. No catalyst specified. The product is [CH3:15][O:14][N:13]=[C:11]1[CH2:10][C@@H:9]([C:16]2[O:18][N:23]=[C:21]([CH3:22])[N:20]=2)[N:8]([C:6]([C:35]2[CH:34]=[CH:33][C:32]([C:27]3[CH:28]=[CH:29][CH:30]=[CH:31][C:26]=3[C:25]([F:24])([F:41])[F:42])=[CH:37][CH:36]=2)=[O:7])[CH2:12]1. The yield is 0.440. (3) The product is [Cl:1][C:2]1[CH:3]=[C:4]([CH:9]([OH:14])[C:10]([F:11])([F:12])[F:13])[CH:5]=[C:6]([Cl:8])[CH:7]=1. The catalyst is CO. The reactants are [Cl:1][C:2]1[CH:3]=[C:4]([C:9](=[O:14])[C:10]([F:13])([F:12])[F:11])[CH:5]=[C:6]([Cl:8])[CH:7]=1.[BH4-].[Na+].[OH-].[Na+].[Cl-].[NH4+]. The yield is 0.790. (4) The reactants are [C:1]1([C:7]2[NH:11][CH:10]=[C:9]([C:12]([O:14][CH2:15][CH3:16])=[O:13])[CH:8]=2)[CH:6]=[CH:5][CH:4]=[CH:3][CH:2]=1.[H-].[Na+].[CH3:19][O:20][C:21]1[CH:26]=[CH:25][C:24]([S:27](Cl)(=[O:29])=[O:28])=[CH:23][CH:22]=1. No catalyst specified. The product is [CH3:19][O:20][C:21]1[CH:22]=[CH:23][C:24]([S:27]([N:11]2[C:7]([C:1]3[CH:2]=[CH:3][CH:4]=[CH:5][CH:6]=3)=[CH:8][C:9]([C:12]([O:14][CH2:15][CH3:16])=[O:13])=[CH:10]2)(=[O:29])=[O:28])=[CH:25][CH:26]=1. The yield is 0.970. (5) The yield is 0.630. The catalyst is COCCO. The product is [CH3:18][O:19][CH2:20][CH2:21][O:22][C@@H:6]1[C@H:7]([OH:12])[C@@H:8]([CH2:10][OH:11])[O:9][C@H:5]1[N:4]1[CH:3]=[C:2]([CH3:1])[C:16](=[O:17])[NH:15][C:14]1=[O:13]. The reactants are [CH3:1][C:2]1[C:16](=[O:17])[N:15]=[C:14]2[N:4]([C@@H:5]3[O:9][C@H:8]([CH2:10][OH:11])[C@@H:7]([OH:12])[C@@H:6]3[O:13]2)[CH:3]=1.[CH3:18][O:19][CH2:20][CH2:21][O:22]B([O:22][CH2:21][CH2:20][O:19][CH3:18])[O:22][CH2:21][CH2:20][O:19][CH3:18]. (6) The reactants are [CH3:1][C:2]12[NH:9]C(=O)[CH:7]1[CH2:6][CH2:5][CH2:4][CH2:3]2.[CH3:11][Si](Cl)(C)C.Cl.[CH3:17][C:18]1[CH:27]=[C:26]([CH2:28][O:29][C:30]2[CH:35]=[CH:34][C:33]([S:36](Cl)(=[O:38])=[O:37])=[CH:32][CH:31]=2)[C:25]2[C:20](=[CH:21][CH:22]=[CH:23][CH:24]=2)[N:19]=1.[C:40](=[O:43])(O)[O-:41].[Na+]. The catalyst is CO.ClCCl.C(OCC)(=O)C. The product is [CH3:1][C@@:2]1([NH:9][S:36]([C:33]2[CH:34]=[CH:35][C:30]([O:29][CH2:28][C:26]3[C:25]4[C:20](=[CH:21][CH:22]=[CH:23][CH:24]=4)[N:19]=[C:18]([CH3:17])[CH:27]=3)=[CH:31][CH:32]=2)(=[O:38])=[O:37])[CH2:7][CH2:6][CH2:5][CH2:4][C@@H:3]1[C:40]([O:41][CH3:11])=[O:43]. The yield is 0.230. (7) The reactants are [Cl:1][C:2]1[CH:3]=[C:4]([NH:8][C:9]2[C:18]3[C:13](=[CH:14][N:15]=[CH:16][CH:17]=3)[C:12]3[CH:19]=[CH:20][C:21]([C:23](OC)=[O:24])=[CH:22][C:11]=3[N:10]=2)[CH:5]=[CH:6][CH:7]=1.O.[NH2:28][NH2:29]. The catalyst is CO.CN(C=O)C. The product is [Cl:1][C:2]1[CH:3]=[C:4]([NH:8][C:9]2[C:18]3[C:13](=[CH:14][N:15]=[CH:16][CH:17]=3)[C:12]3[CH:19]=[CH:20][C:21]([C:23]([NH:28][NH2:29])=[O:24])=[CH:22][C:11]=3[N:10]=2)[CH:5]=[CH:6][CH:7]=1. The yield is 1.00.